Task: Predict the product of the given reaction.. Dataset: Forward reaction prediction with 1.9M reactions from USPTO patents (1976-2016) (1) The product is: [CH3:3][O:4][C:5](=[O:30])[CH:6]([NH:15][C:16]1[CH:21]=[CH:20][CH:19]=[CH:18][C:17]=1[C:22](=[O:29])[C:23]1[CH:28]=[CH:27][CH:26]=[CH:25][CH:24]=1)[CH2:7][C:8]1[CH:9]=[CH:10][C:11]([O:14][CH2:33][CH2:32][Br:31])=[CH:12][CH:13]=1. Given the reactants [OH-].[K+].[CH3:3][O:4][C:5](=[O:30])[CH:6]([NH:15][C:16]1[CH:21]=[CH:20][CH:19]=[CH:18][C:17]=1[C:22](=[O:29])[C:23]1[CH:28]=[CH:27][CH:26]=[CH:25][CH:24]=1)[CH2:7][C:8]1[CH:13]=[CH:12][C:11]([OH:14])=[CH:10][CH:9]=1.[Br:31][CH2:32][CH2:33]Br, predict the reaction product. (2) Given the reactants [O:1]1[CH:5]=[CH:4][CH:3]=[C:2]1[C:6]1[NH:10][C:9]2[C:11]([OH:18])=[CH:12][CH:13]=[C:14]([C:15]([OH:17])=O)[C:8]=2[N:7]=1.CN(C(ON1N=N[C:29]2[CH:30]=[CH:31][CH:32]=[N:33][C:28]1=2)=[N+](C)C)C.F[P-](F)(F)(F)(F)F.CCN(C(C)C)[CH:46]([CH3:48])[CH3:47], predict the reaction product. The product is: [O:1]1[CH:5]=[CH:4][CH:3]=[C:2]1[C:6]1[NH:10][C:9]2[C:11]([OH:18])=[CH:12][CH:13]=[C:14]([C:15]([NH:33][CH2:32][CH2:31][C:30]3[CH:48]=[CH:46][CH:47]=[CH:28][CH:29]=3)=[O:17])[C:8]=2[N:7]=1. (3) Given the reactants C([N:4]1[C:12]2[C:7](=[CH:8][C:9]([CH:13]=[CH:14][S:15]([C:18]3[CH:23]=[CH:22][CH:21]=[CH:20][CH:19]=3)(=[O:17])=[O:16])=[CH:10][CH:11]=2)[C:6]([CH2:24][C@H:25]2[CH2:29][CH2:28][CH2:27][N:26]2[CH3:30])=[CH:5]1)(=O)C.CO.C(=O)([O-])[O-].[K+].[K+], predict the reaction product. The product is: [C:18]1([S:15]([CH:14]=[CH:13][C:9]2[CH:8]=[C:7]3[C:12](=[CH:11][CH:10]=2)[NH:4][CH:5]=[C:6]3[CH2:24][C@H:25]2[CH2:29][CH2:28][CH2:27][N:26]2[CH3:30])(=[O:17])=[O:16])[CH:19]=[CH:20][CH:21]=[CH:22][CH:23]=1. (4) Given the reactants Br[CH2:2][C:3](=O)[CH3:4].[C:6](#N)C.C(=O)([O-])O.[Na+].[C:14](#[N:21])[C:15]1[CH:20]=[CH:19][CH:18]=[N:17][CH:16]=1, predict the reaction product. The product is: [CH3:4][C:3]1[CH:2]=[C:18]2[N:17]([CH:6]=1)[CH:16]=[C:15]([C:14]#[N:21])[CH:20]=[CH:19]2. (5) The product is: [C:1]([O:7][CH2:8][C@H:9]([C:11]1[C:16]([CH3:17])=[CH:15][C:14]([N+:18]([O-:20])=[O:19])=[CH:13][C:12]=1[Br:21])[O:10][C:2]([CH3:4])([CH3:3])[CH3:1])(=[O:6])[C:2]([CH3:5])([CH3:4])[CH3:3]. Given the reactants [C:1]([O:7][CH2:8][C@H:9]([C:11]1[C:16]([CH3:17])=[CH:15][C:14]([N+:18]([O-:20])=[O:19])=[CH:13][C:12]=1[Br:21])[OH:10])(=[O:6])[C:2]([CH3:5])([CH3:4])[CH3:3].C([O-])(O)=O.[Na+], predict the reaction product. (6) Given the reactants [CH2:1]([N:8]1[C:12](=[O:13])[CH2:11][CH2:10][C@@H:9]1[C:14]([NH:16][CH:17]([CH2:23][C:24]1[CH:29]=[CH:28][CH:27]=[CH:26][CH:25]=1)[CH:18]([OH:22])[C:19](O)=[O:20])=[O:15])[C:2]1[CH:7]=[CH:6][CH:5]=[CH:4][CH:3]=1.[CH:30]([O:33][NH2:34])([CH3:32])[CH3:31], predict the reaction product. The product is: [CH2:1]([N:8]1[C:12](=[O:13])[CH2:11][CH2:10][C@@H:9]1[C:14]([NH:16][CH:17]([CH:18]([OH:22])[C:19]([NH:34][O:33][CH:30]([CH3:32])[CH3:31])=[O:20])[CH2:23][C:24]1[CH:25]=[CH:26][CH:27]=[CH:28][CH:29]=1)=[O:15])[C:2]1[CH:3]=[CH:4][CH:5]=[CH:6][CH:7]=1. (7) Given the reactants [F:1][C:2]1[C:3]([CH3:9])=[C:4]([CH:6]=[CH:7][CH:8]=1)[NH2:5].[C:10](Cl)(Cl)=S.[NH2:14][C:15]1[CH:20]=[CH:19][C:18]([CH2:21][C:22]([O:24][CH3:25])=[O:23])=[C:17]([F:26])[C:16]=1[OH:27], predict the reaction product. The product is: [F:1][C:2]1[C:3]([CH3:9])=[C:4]([NH:5][C:10]2[O:27][C:16]3[C:17]([F:26])=[C:18]([CH2:21][C:22]([O:24][CH3:25])=[O:23])[CH:19]=[CH:20][C:15]=3[N:14]=2)[CH:6]=[CH:7][CH:8]=1.